Dataset: Reaction yield outcomes from USPTO patents with 853,638 reactions. Task: Predict the reaction yield, written as a fraction of the theoretical maximum amount of product (1.0 means a 100% yield; for example, 0.34 means a 34% yield). The reactants are Br[C:2]1[N:6]2[C:7]3[CH:19]=[CH:18][CH:17]=[N:16][C:8]=3[NH:9][C:10]3[CH:15]=[CH:14][CH:13]=[CH:12][C:11]=3[C:5]2=[N:4][C:3]=1[C:20]1[CH:25]=[CH:24][CH:23]=[CH:22][CH:21]=1.C(O)C.C(=O)(O)[O-].[Na+].CC1(C)C(C)(C)OB([C:42]2[CH:47]=[CH:46][C:45]([C:48]3([NH:52][C:53](=[O:59])[O:54][C:55]([CH3:58])([CH3:57])[CH3:56])[CH2:51][CH2:50][CH2:49]3)=[CH:44][CH:43]=2)O1. The catalyst is C1(C)C=CC=CC=1. The product is [C:20]1([C:3]2[N:4]=[C:5]3[C:11]4[CH:12]=[CH:13][CH:14]=[CH:15][C:10]=4[NH:9][C:8]4[N:16]=[CH:17][CH:18]=[CH:19][C:7]=4[N:6]3[C:2]=2[C:42]2[CH:43]=[CH:44][C:45]([C:48]3([NH:52][C:53](=[O:59])[O:54][C:55]([CH3:58])([CH3:56])[CH3:57])[CH2:51][CH2:50][CH2:49]3)=[CH:46][CH:47]=2)[CH:21]=[CH:22][CH:23]=[CH:24][CH:25]=1. The yield is 0.520.